From a dataset of NCI-60 drug combinations with 297,098 pairs across 59 cell lines. Regression. Given two drug SMILES strings and cell line genomic features, predict the synergy score measuring deviation from expected non-interaction effect. Drug 1: C1CCC(CC1)NC(=O)N(CCCl)N=O. Drug 2: CC1C(C(CC(O1)OC2CC(CC3=C2C(=C4C(=C3O)C(=O)C5=CC=CC=C5C4=O)O)(C(=O)C)O)N)O. Cell line: RPMI-8226. Synergy scores: CSS=36.4, Synergy_ZIP=-2.57, Synergy_Bliss=-3.29, Synergy_Loewe=-4.96, Synergy_HSA=-0.606.